Dataset: Catalyst prediction with 721,799 reactions and 888 catalyst types from USPTO. Task: Predict which catalyst facilitates the given reaction. (1) Reactant: [C:1]([C:5]1[CH:6]=[C:7]([S:12](Cl)(=[O:14])=[O:13])[CH:8]=[CH:9][C:10]=1[Cl:11])([CH3:4])([CH3:3])[CH3:2].[Br:16][C:17]1[C:22]([NH2:23])=[CH:21][C:20]([Cl:24])=[CH:19][N:18]=1. Product: [Br:16][C:17]1[C:22]([NH:23][S:12]([C:7]2[CH:8]=[CH:9][C:10]([Cl:11])=[C:5]([C:1]([CH3:4])([CH3:3])[CH3:2])[CH:6]=2)(=[O:14])=[O:13])=[CH:21][C:20]([Cl:24])=[CH:19][N:18]=1. The catalyst class is: 17. (2) Reactant: C(OC([N:8]1[CH2:12][CH2:11][CH2:10][C@H:9]1[C:13]1[NH:14][CH:15]=[C:16]([C:18]2[CH:23]=[CH:22][C:21]([CH:24]3[N:28]([C:29]4[CH:34]=[CH:33][C:32]([F:35])=[CH:31][CH:30]=4)[CH:27]([C:36]4[CH:41]=[CH:40][C:39]([NH:42][C:43]([C@@H:45]5[CH2:49][CH2:48][CH2:47][N:46]5C(OC(C)(C)C)=O)=[O:44])=[CH:38][CH:37]=4)[CH2:26][CH2:25]3)=[CH:20][CH:19]=2)[N:17]=1)=O)(C)(C)C.[ClH:57]. Product: [ClH:57].[F:35][C:32]1[CH:33]=[CH:34][C:29]([N:28]2[CH:24]([C:21]3[CH:20]=[CH:19][C:18]([C:16]4[N:17]=[C:13]([C@@H:9]5[CH2:10][CH2:11][CH2:12][NH:8]5)[NH:14][CH:15]=4)=[CH:23][CH:22]=3)[CH2:25][CH2:26][CH:27]2[C:36]2[CH:41]=[CH:40][C:39]([NH:42][C:43]([C@@H:45]3[CH2:49][CH2:48][CH2:47][NH:46]3)=[O:44])=[CH:38][CH:37]=2)=[CH:30][CH:31]=1. The catalyst class is: 12. (3) Reactant: [H-].[Na+].[CH3:3][S:4]([NH2:7])(=[O:6])=[O:5].[CH3:8][C:9]1([CH3:37])[CH2:18][C:17]2[C:12](=[CH:13][CH:14]=[C:15]([C:19](O)=[O:20])[CH:16]=2)[NH:11][CH:10]1[C:22]1[CH:27]=[CH:26][CH:25]=[C:24]([N:28]2[CH2:33][CH2:32][N:31]([CH3:34])[C:30](=[O:35])[C:29]2=[O:36])[CH:23]=1.C(N1C=CN=C1)(N1C=CN=C1)=O. Product: [CH3:8][C:9]1([CH3:37])[CH2:18][C:17]2[C:12](=[CH:13][CH:14]=[C:15]([C:19]([NH:7][S:4]([CH3:3])(=[O:6])=[O:5])=[O:20])[CH:16]=2)[NH:11][CH:10]1[C:22]1[CH:27]=[CH:26][CH:25]=[C:24]([N:28]2[CH2:33][CH2:32][N:31]([CH3:34])[C:30](=[O:35])[C:29]2=[O:36])[CH:23]=1. The catalyst class is: 9. (4) Reactant: [H-].[Al+3].[H-].[H-].S(=O)(=O)(O)O.[H-].[Al+3].[Li+].[H-].[H-].[H-].C([O:18][C:19]([C@H:21]1[C@H:26]([C:27]2[CH:32]=[CH:31][C:30]([F:33])=[CH:29][CH:28]=2)[CH2:25][CH2:24][NH:23][C:22]1=O)=O)C. Product: [F:33][C:30]1[CH:31]=[CH:32][C:27]([C@@H:26]2[CH2:25][CH2:24][NH:23][CH2:22][C@H:21]2[CH2:19][OH:18])=[CH:28][CH:29]=1. The catalyst class is: 7. (5) Reactant: [F:1][C:2]([F:16])([F:15])[O:3][C:4]1[CH:9]=[CH:8][C:7]([C:10]2[O:14][CH:13]=[N:12][CH:11]=2)=[CH:6][CH:5]=1.[Li]CCCC.[Cl:22]C(Cl)(Cl)C(Cl)(Cl)Cl. Product: [Cl:22][C:13]1[O:14][C:10]([C:7]2[CH:8]=[CH:9][C:4]([O:3][C:2]([F:1])([F:15])[F:16])=[CH:5][CH:6]=2)=[CH:11][N:12]=1. The catalyst class is: 1. (6) Reactant: [N+:1]([C:4]1[S:8][C:7]([C:9]([OH:12])([CH3:11])[CH3:10])=[CH:6][CH:5]=1)([O-:3])=[O:2].[C:13]([NH:16][CH2:17][CH2:18][C:19]1[CH:20]=[C:21](O)[CH:22]=[CH:23][CH:24]=1)(=[O:15])[CH3:14].N(C(N1CCCCC1)=O)=NC(N1CCCCC1)=O.C(P(CCCC)CCCC)CCC. Product: [CH3:11][C:9]([C:7]1[S:8][C:4]([N+:1]([O-:3])=[O:2])=[CH:5][CH:6]=1)([O:12][C:21]1[CH:20]=[C:19]([CH2:18][CH2:17][NH:16][C:13](=[O:15])[CH3:14])[CH:24]=[CH:23][CH:22]=1)[CH3:10]. The catalyst class is: 48. (7) Reactant: [C:1]([O:5][C:6](=[O:14])[NH:7][C:8]1[CH:13]=[CH:12][CH:11]=[CH:10][CH:9]=1)([CH3:4])([CH3:3])[CH3:2].[Li]C(C)(C)C.[C:20]1(=[O:24])[CH2:23][CH2:22][CH2:21]1. Product: [C:1]([O:5][C:6](=[O:14])[NH:7][C:8]1[CH:9]=[CH:10][CH:11]=[CH:12][C:13]=1[C:20]1([OH:24])[CH2:23][CH2:22][CH2:21]1)([CH3:4])([CH3:2])[CH3:3]. The catalyst class is: 28. (8) Reactant: [O:1]([C:8]1[CH:13]=[CH:12][C:11]([C:14]2[C:18]([C:19]([NH2:21])=[O:20])=[CH:17][N:16]([CH:22]3[CH2:26][CH2:25][NH:24][CH2:23]3)[N:15]=2)=[CH:10][CH:9]=1)[C:2]1[CH:7]=[CH:6][CH:5]=[CH:4][CH:3]=1.[C:27](Cl)(=[O:30])[CH:28]=[CH2:29]. Product: [C:27]([N:24]1[CH2:25][CH2:26][CH:22]([N:16]2[CH:17]=[C:18]([C:19]([NH2:21])=[O:20])[C:14]([C:11]3[CH:12]=[CH:13][C:8]([O:1][C:2]4[CH:7]=[CH:6][CH:5]=[CH:4][CH:3]=4)=[CH:9][CH:10]=3)=[N:15]2)[CH2:23]1)(=[O:30])[CH:28]=[CH2:29]. The catalyst class is: 2. (9) Reactant: [H-].[Al+3].[Li+].[H-].[H-].[H-].[Cl:7][C:8]1[CH:13]=[CH:12][C:11]([S:14][CH:15]([C:23]2[CH:28]=[C:27]([F:29])[CH:26]=[CH:25][C:24]=2[F:30])[C:16]([CH3:22])([CH3:21])[C:17](OC)=[O:18])=[CH:10][CH:9]=1. Product: [Cl:7][C:8]1[CH:9]=[CH:10][C:11]([S:14][CH:15]([C:23]2[CH:28]=[C:27]([F:29])[CH:26]=[CH:25][C:24]=2[F:30])[C:16]([CH3:21])([CH3:22])[CH2:17][OH:18])=[CH:12][CH:13]=1. The catalyst class is: 305. (10) Reactant: [NH2:1][C@@H:2]([CH3:7])[C:3]([O:5][CH3:6])=[O:4].CCN(CC)CC.[CH3:15][C:16]([O:19][C:20](O[C:20]([O:19][C:16]([CH3:18])([CH3:17])[CH3:15])=[O:21])=[O:21])([CH3:18])[CH3:17]. Product: [C:16]([O:19][C:20]([NH:1][C@@H:2]([CH3:7])[C:3]([O:5][CH3:6])=[O:4])=[O:21])([CH3:18])([CH3:17])[CH3:15]. The catalyst class is: 2.